The task is: Predict the reactants needed to synthesize the given product.. This data is from Full USPTO retrosynthesis dataset with 1.9M reactions from patents (1976-2016). (1) Given the product [CH:24]1([CH2:27][NH:28][C:2]2[CH:7]=[C:6]([C:8]3[N:12]4[N:13]=[CH:14][CH:15]=[CH:16][C:11]4=[N:10][C:9]=3[C:17]3[CH:22]=[CH:21][CH:20]=[C:19]([CH3:23])[CH:18]=3)[CH:5]=[CH:4][N:3]=2)[CH2:26][CH2:25]1, predict the reactants needed to synthesize it. The reactants are: F[C:2]1[CH:7]=[C:6]([C:8]2[N:12]3[N:13]=[CH:14][CH:15]=[CH:16][C:11]3=[N:10][C:9]=2[C:17]2[CH:22]=[CH:21][CH:20]=[C:19]([CH3:23])[CH:18]=2)[CH:5]=[CH:4][N:3]=1.[CH:24]1([CH2:27][NH2:28])[CH2:26][CH2:25]1. (2) Given the product [Br-:1].[NH2:18][C:19]1[CH:24]=[CH:23][CH:22]=[CH:21][N+:20]=1[CH:2]([CH2:10][CH2:11][C:12]1[CH:17]=[CH:16][CH:15]=[CH:14][CH:13]=1)[C:3](=[O:9])[C:4]([O:6][CH2:7][CH3:8])=[O:5], predict the reactants needed to synthesize it. The reactants are: [Br:1][CH:2]([CH2:10][CH2:11][C:12]1[CH:17]=[CH:16][CH:15]=[CH:14][CH:13]=1)[C:3](=[O:9])[C:4]([O:6][CH2:7][CH3:8])=[O:5].[NH2:18][C:19]1[CH:24]=[CH:23][CH:22]=[CH:21][N:20]=1.